From a dataset of Forward reaction prediction with 1.9M reactions from USPTO patents (1976-2016). Predict the product of the given reaction. (1) Given the reactants [Al].Br[C:3]1[CH:8]=[CH:7][CH:6]=[CH:5][C:4]=1[N+:9]([O-:11])=[O:10].[CH3:12][CH:13]([CH2:32][CH2:33][CH2:34][CH:35]([CH3:37])[CH3:36])[CH2:14][CH2:15][O:16][C:17]1[CH:22]=[CH:21][C:20](B2OC(C)(C)C(C)(C)O2)=[CH:19][CH:18]=1.C(=O)([O-])[O-].[K+].[K+], predict the reaction product. The product is: [CH3:12][CH:13]([CH2:32][CH2:33][CH2:34][CH:35]([CH3:37])[CH3:36])[CH2:14][CH2:15][O:16][C:17]1[CH:22]=[CH:21][C:20]([C:3]2[CH:8]=[CH:7][CH:6]=[CH:5][C:4]=2[N+:9]([O-:11])=[O:10])=[CH:19][CH:18]=1. (2) Given the reactants [CH3:1][O:2][C:3]1[CH:20]=[CH:19][C:6]([C:7]([CH:9]2[CH2:14][CH2:13][N:12]([CH2:15][C:16]([OH:18])=O)[CH2:11][CH2:10]2)=[O:8])=[CH:5][CH:4]=1.[NH2:21][CH2:22][C:23]1[NH:28][C:27](=[O:29])[C:26]([CH3:30])=[C:25]([CH3:31])[N:24]=1, predict the reaction product. The product is: [CH3:31][C:25]1[N:24]=[C:23]([CH2:22][NH:21][C:16](=[O:18])[CH2:15][N:12]2[CH2:11][CH2:10][CH:9]([C:7](=[O:8])[C:6]3[CH:5]=[CH:4][C:3]([O:2][CH3:1])=[CH:20][CH:19]=3)[CH2:14][CH2:13]2)[NH:28][C:27](=[O:29])[C:26]=1[CH3:30]. (3) The product is: [CH:1]1([CH2:6][C@H:7]([C@H:11]2[C:12](=[O:14])[O:13][C:18]([CH3:20])([CH3:19])[O:15]2)[C:8]([OH:10])=[O:9])[CH2:5][CH2:4][CH2:3][CH2:2]1. Given the reactants [CH:1]1([CH2:6][C@H:7]([C@H:11]([OH:15])[C:12]([OH:14])=[O:13])[C:8]([OH:10])=[O:9])[CH2:5][CH2:4][CH2:3][CH2:2]1.CO[C:18](OC)([CH3:20])[CH3:19], predict the reaction product. (4) Given the reactants [Cl:1][C:2]1[CH:3]=[CH:4][C:5]([CH3:14])=[C:6]([CH2:8][C@@H:9]([N:11]=[N+]=[N-])[CH3:10])[CH:7]=1, predict the reaction product. The product is: [Cl:1][C:2]1[CH:3]=[CH:4][C:5]([CH3:14])=[C:6]([CH2:8][C@@H:9]([NH2:11])[CH3:10])[CH:7]=1. (5) Given the reactants Cl[C:2]1[C:3]([NH2:8])=[CH:4][N:5]=[N:6][CH:7]=1.[F:9][C:10]1[CH:15]=[CH:14][C:13](B(O)O)=[C:12]([O:19][CH3:20])[CH:11]=1, predict the reaction product. The product is: [F:9][C:10]1[CH:15]=[CH:14][C:13]([C:2]2[C:3]([NH2:8])=[CH:4][N:5]=[N:6][CH:7]=2)=[C:12]([O:19][CH3:20])[CH:11]=1. (6) Given the reactants [CH3:1][C:2]([N:5]1[N:11]=[CH:10][C:9](Cl)=[C:8]([Cl:13])[C:6]1=[O:7])([CH3:4])[CH3:3].[CH3:14][C:15]1([C:20]2[CH:25]=[CH:24][C:23]([CH2:26][OH:27])=[CH:22][CH:21]=2)[O:19][CH2:18][CH2:17][O:16]1.C(=O)([O-])[O-].[Cs+].[Cs+].CCCCC.C(OCC)(=O)C, predict the reaction product. The product is: [C:2]([N:5]1[C:6](=[O:7])[C:8]([Cl:13])=[C:9]([O:27][CH2:26][C:23]2[CH:22]=[CH:21][C:20]([C:15]3([CH3:14])[O:16][CH2:17][CH2:18][O:19]3)=[CH:25][CH:24]=2)[CH:10]=[N:11]1)([CH3:4])([CH3:3])[CH3:1]. (7) Given the reactants [Cl:1][C:2]1[C:11]([CH2:12]O)=[CH:10][C:9]2[C:4](=[C:5]([CH3:14])[CH:6]=[CH:7][CH:8]=2)[N:3]=1.C1(P(C2C=CC=CC=2)C2C=CC=CC=2)C=CC=CC=1.[I:34]I.N1C=CN=C1, predict the reaction product. The product is: [Cl:1][C:2]1[C:11]([CH2:12][I:34])=[CH:10][C:9]2[C:4](=[C:5]([CH3:14])[CH:6]=[CH:7][CH:8]=2)[N:3]=1. (8) Given the reactants C(O)C.Cl.[Cl:5][C:6]1[CH:7]=[C:8]2[C:13](=[CH:14][CH:15]=1)[CH:12]=[C:11]([S:16]([N:19]1[CH2:24][CH2:23][N:22]([CH2:25][C:26]3([NH:38][C:39]([O:41][CH2:42][CH3:43])=[O:40])[CH2:31][CH2:30][N:29]([C:32]4[CH:37]=[CH:36][N:35]=[CH:34][CH:33]=4)[CH2:28][CH2:27]3)[C:21](=[O:44])[CH2:20]1)(=[O:18])=[O:17])[CH:10]=[CH:9]2.CCOCC, predict the reaction product. The product is: [ClH:5].[Cl:5][C:6]1[CH:7]=[C:8]2[C:13](=[CH:14][CH:15]=1)[CH:12]=[C:11]([S:16]([N:19]1[CH2:24][CH2:23][N:22]([CH2:25][C:26]3([NH:38][C:39]([O:41][CH2:42][CH3:43])=[O:40])[CH2:27][CH2:28][N:29]([C:32]4[CH:37]=[CH:36][N:35]=[CH:34][CH:33]=4)[CH2:30][CH2:31]3)[C:21](=[O:44])[CH2:20]1)(=[O:18])=[O:17])[CH:10]=[CH:9]2. (9) Given the reactants [NH2:1][CH2:2][C:3]1[CH:8]=[CH:7][CH:6]=[CH:5][C:4]=1[OH:9].F[C:11]1[CH:19]=[N:18][CH:17]=[CH:16][C:12]=1[C:13]([OH:15])=[O:14], predict the reaction product. The product is: [OH:9][C:4]1[CH:5]=[CH:6][CH:7]=[CH:8][C:3]=1[CH2:2][NH:1][C:16]1[CH:17]=[N:18][CH:19]=[CH:11][C:12]=1[C:13]([OH:15])=[O:14].